Dataset: Full USPTO retrosynthesis dataset with 1.9M reactions from patents (1976-2016). Task: Predict the reactants needed to synthesize the given product. (1) Given the product [C:1]([C:3]1[CH:4]=[CH:5][C:6]([CH:9]2[C:14]([C:15]([O:17][CH2:18][CH3:19])=[O:16])=[C:13]([CH3:20])[N:12]([C:21]3[CH:26]=[CH:25][CH:24]=[C:23]([C:27]([F:30])([F:29])[F:28])[CH:22]=3)[C:11]([S:31][CH2:33][CH2:34][CH2:35][CH3:36])=[N:10]2)=[CH:7][CH:8]=1)#[N:2], predict the reactants needed to synthesize it. The reactants are: [C:1]([C:3]1[CH:8]=[CH:7][C:6]([CH:9]2[C:14]([C:15]([O:17][CH2:18][CH3:19])=[O:16])=[C:13]([CH3:20])[N:12]([C:21]3[CH:26]=[CH:25][CH:24]=[C:23]([C:27]([F:30])([F:29])[F:28])[CH:22]=3)[C:11](=[S:31])[NH:10]2)=[CH:5][CH:4]=1)#[N:2].I[CH2:33][CH2:34][CH2:35][CH3:36].C(=O)([O-])[O-].[K+].[K+]. (2) Given the product [Br:1][C:2]1[CH:3]=[C:4]([C:8]([NH:10][C@@H:11]([CH2:24][C:25]2[CH:30]=[CH:29][CH:28]=[CH:27][C:26]=2[C:31]([F:34])([F:33])[F:32])[CH2:12][NH:13][C:45](=[O:46])[O:47][C:48]([CH3:49])([CH3:50])[CH3:51])=[O:9])[S:5][C:6]=1[Cl:7], predict the reactants needed to synthesize it. The reactants are: [Br:1][C:2]1[CH:3]=[C:4]([C:8]([NH:10][C@@H:11]([CH2:24][C:25]2[CH:30]=[CH:29][CH:28]=[CH:27][C:26]=2[C:31]([F:34])([F:33])[F:32])[CH2:12][N:13]2C(=O)C3C(=CC=CC=3)C2=O)=[O:9])[S:5][C:6]=1[Cl:7].NN.[CH3:49][C:48]([O:47][C:45](O[C:45]([O:47][C:48]([CH3:51])([CH3:50])[CH3:49])=[O:46])=[O:46])([CH3:51])[CH3:50]. (3) Given the product [Cl:18][C:4]1[C:3]([C:1]#[N:2])=[C:8]([C:9]2[CH:14]=[CH:13][C:12]([F:15])=[CH:11][C:10]=2[CH3:16])[CH:7]=[C:6]([N:19]2[CH2:24][CH2:23][S:22][CH2:21][CH2:20]2)[N:5]=1, predict the reactants needed to synthesize it. The reactants are: [C:1]([C:3]1[C:4]([Cl:18])=[N:5][C:6](Cl)=[CH:7][C:8]=1[C:9]1[CH:14]=[CH:13][C:12]([F:15])=[CH:11][C:10]=1[CH3:16])#[N:2].[NH:19]1[CH2:24][CH2:23][S:22][CH2:21][CH2:20]1. (4) Given the product [ClH:52].[NH2:43][CH2:42][C@H:39]1[CH2:38][CH2:37][C@H:36]([C:34]([NH:33][C@H:20]([C:21]([NH:23][C:24]2[CH:32]=[C:31]3[C:27]([CH:28]=[N:29][NH:30]3)=[CH:26][CH:25]=2)=[O:22])[CH2:19][C:16]2[CH:17]=[CH:18][C:13]([C:10]3[CH:11]=[CH:12][C:7]([C:5]([NH:4][CH:1]4[CH2:2][CH2:3]4)=[O:6])=[CH:8][C:9]=3[CH3:51])=[CH:14][CH:15]=2)=[O:35])[CH2:41][CH2:40]1, predict the reactants needed to synthesize it. The reactants are: [CH:1]1([NH:4][C:5]([C:7]2[CH:12]=[CH:11][C:10]([C:13]3[CH:18]=[CH:17][C:16]([CH2:19][C@H:20]([NH:33][C:34]([C@H:36]4[CH2:41][CH2:40][C@H:39]([CH2:42][NH:43]C(=O)OC(C)(C)C)[CH2:38][CH2:37]4)=[O:35])[C:21]([NH:23][C:24]4[CH:32]=[C:31]5[C:27]([CH:28]=[N:29][NH:30]5)=[CH:26][CH:25]=4)=[O:22])=[CH:15][CH:14]=3)=[C:9]([CH3:51])[CH:8]=2)=[O:6])[CH2:3][CH2:2]1.[ClH:52]. (5) Given the product [CH3:29][N:30]([CH2:31][C:32]#[CH:33])[S:2]([C:5]1[CH:14]=[CH:13][C:12]2[NH:11][C:10](=[O:15])[C:9]3[NH:16][CH:17]=[CH:18][C:8]=3[C:7]=2[CH:6]=1)(=[O:3])=[O:4].[CH2:18]([C:19]([O-:21])=[O:20])[CH2:8][CH3:7], predict the reactants needed to synthesize it. The reactants are: Cl[S:2]([C:5]1[CH:14]=[CH:13][C:12]2[NH:11][C:10](=[O:15])[C:9]3[NH:16][CH:17]=[C:18]([C:19]([OH:21])=[O:20])[C:8]=3[C:7]=2[CH:6]=1)(=[O:4])=[O:3].C(N(CC)CC)C.[CH3:29][NH:30][CH2:31][C:32]#[CH:33].C(OS(OCCC)(=O)=O)CC. (6) Given the product [CH:24]1([C:23]2[C:22]3[C:17](=[CH:18][C:19]([C:30]([O:32][CH3:33])=[O:31])=[CH:20][CH:21]=3)[N:16]([CH3:34])[C:15]=2[C:10]2[CH:11]=[CH:12][CH:13]=[CH:14][C:9]=2[OH:8])[CH2:29][CH2:28][CH2:27][CH2:26][CH2:25]1, predict the reactants needed to synthesize it. The reactants are: C([O:8][C:9]1[CH:14]=[CH:13][CH:12]=[CH:11][C:10]=1[C:15]1[N:16]([CH3:34])[C:17]2[C:22]([C:23]=1[CH:24]1[CH2:29][CH2:28][CH2:27][CH2:26][CH2:25]1)=[CH:21][CH:20]=[C:19]([C:30]([O:32][CH3:33])=[O:31])[CH:18]=2)C1C=CC=CC=1. (7) Given the product [C:31]([NH:1][CH2:2][CH:3]([NH:14][C:15](=[O:30])[C:16]1[CH:21]=[CH:20][C:19]([C:22]([N:24]2[CH2:28][CH2:27][CH2:26][CH2:25]2)=[O:23])=[C:18]([CH3:29])[CH:17]=1)[C:4]1[NH:8][C:7]2[CH:9]=[CH:10][C:11]([Cl:13])=[CH:12][C:6]=2[N:5]=1)(=[O:38])[C:32]1[CH:37]=[CH:36][CH:35]=[CH:34][CH:33]=1, predict the reactants needed to synthesize it. The reactants are: [NH2:1][CH2:2][CH:3]([NH:14][C:15](=[O:30])[C:16]1[CH:21]=[CH:20][C:19]([C:22]([N:24]2[CH2:28][CH2:27][CH2:26][CH2:25]2)=[O:23])=[C:18]([CH3:29])[CH:17]=1)[C:4]1[NH:8][C:7]2[CH:9]=[CH:10][C:11]([Cl:13])=[CH:12][C:6]=2[N:5]=1.[C:31](Cl)(=[O:38])[C:32]1[CH:37]=[CH:36][CH:35]=[CH:34][CH:33]=1.C(N(CC)CC)C.ClCl.